From a dataset of Reaction yield outcomes from USPTO patents with 853,638 reactions. Predict the reaction yield, written as a fraction of the theoretical maximum amount of product (1.0 means a 100% yield; for example, 0.34 means a 34% yield). (1) The reactants are Br[C:2]1[CH:3]=[C:4]([CH:29]=[C:30]([C:32]([F:35])([F:34])[F:33])[CH:31]=1)[C:5]([NH:7][C:8]1[CH:13]=[CH:12][C:11]([CH3:14])=[C:10]([C:15]2[CH:20]=[C:19]([N:21]3[CH2:26][CH2:25][O:24][CH2:23][CH2:22]3)[C:18](=[O:27])[N:17]([CH3:28])[CH:16]=2)[CH:9]=1)=[O:6].[CH3:36][N:37](C=O)C. The catalyst is [C-]#N.[Zn+2].[C-]#N.C1C=CC([P]([Pd]([P](C2C=CC=CC=2)(C2C=CC=CC=2)C2C=CC=CC=2)([P](C2C=CC=CC=2)(C2C=CC=CC=2)C2C=CC=CC=2)[P](C2C=CC=CC=2)(C2C=CC=CC=2)C2C=CC=CC=2)(C2C=CC=CC=2)C2C=CC=CC=2)=CC=1. The product is [C:36]([C:2]1[CH:3]=[C:4]([CH:29]=[C:30]([C:32]([F:35])([F:34])[F:33])[CH:31]=1)[C:5]([NH:7][C:8]1[CH:13]=[CH:12][C:11]([CH3:14])=[C:10]([C:15]2[CH:20]=[C:19]([N:21]3[CH2:26][CH2:25][O:24][CH2:23][CH2:22]3)[C:18](=[O:27])[N:17]([CH3:28])[CH:16]=2)[CH:9]=1)=[O:6])#[N:37]. The yield is 0.990. (2) The reactants are [CH3:1][N:2]([CH2:12][C:13]1[CH:14]=[C:15]([C:19]2[S:23][C:22]([CH:24]=[CH:25][C:26]([OH:28])=[O:27])=[CH:21][CH:20]=2)[CH:16]=[CH:17][CH:18]=1)[C:3](=[O:11])[CH2:4][CH2:5][CH2:6][CH2:7][CH2:8][CH2:9][CH3:10]. The product is [CH3:1][N:2]([CH2:12][C:13]1[CH:14]=[C:15]([C:19]2[S:23][C:22]([CH2:24][CH2:25][C:26]([OH:28])=[O:27])=[CH:21][CH:20]=2)[CH:16]=[CH:17][CH:18]=1)[C:3](=[O:11])[CH2:4][CH2:5][CH2:6][CH2:7][CH2:8][CH2:9][CH3:10]. The yield is 0.890. The catalyst is CO.[Pd]. (3) The reactants are [O:1]1[CH2:6][CH2:5][C:4](C(O)=O)([C:7]([OH:9])=[O:8])[CH2:3][CH2:2]1.N1C=CC=CC=1.O.Cl. The catalyst is [Cu-]=O.C(OCC)(=O)C. The product is [O:1]1[CH2:6][CH2:5][CH:4]([C:7]([OH:9])=[O:8])[CH2:3][CH2:2]1. The yield is 0.720. (4) The reactants are [F:1][C:2]1[CH:28]=[CH:27][C:5]([O:6][CH2:7][C@H:8]2[CH2:26][N:12]3[CH2:13][CH2:14][N:15]([C:17]4[CH:22]=[CH:21][C:20]([N+:23]([O-])=O)=[CH:19][CH:18]=4)[CH2:16][C@@H:11]3[CH2:10][CH2:9]2)=[CH:4][CH:3]=1. The catalyst is C1COCC1.[Pd]. The product is [F:1][C:2]1[CH:3]=[CH:4][C:5]([O:6][CH2:7][C@H:8]2[CH2:26][N:12]3[CH2:13][CH2:14][N:15]([C:17]4[CH:22]=[CH:21][C:20]([NH2:23])=[CH:19][CH:18]=4)[CH2:16][C@@H:11]3[CH2:10][CH2:9]2)=[CH:27][CH:28]=1. The yield is 0.820. (5) The reactants are CO[CH:3](OC)[CH:4]([NH:6][C:7]1[NH:16][C:15](=[O:17])[C:14]2[C:9](=[CH:10][C:11]([O:18][CH3:19])=[CH:12][CH:13]=2)[N:8]=1)[CH3:5].C(O)(=O)C. The catalyst is CCOCC. The product is [CH3:19][O:18][C:11]1[CH:10]=[C:9]2[C:14]([C:15](=[O:17])[NH:16][C:7]3[N:8]2[CH:5]=[C:4]([CH3:3])[N:6]=3)=[CH:13][CH:12]=1. The yield is 0.300. (6) The yield is 0.977. The product is [CH2:1]([O:3][C:4]1[CH:9]=[CH:8][C:7]([C:10]2[CH:11]=[CH:12][CH:13]=[C:14]3[C:18]=2[CH2:17][CH2:16][C:15]3=[O:19])=[C:6]([OH:20])[C:5]=1[O:24][CH3:25])[CH3:2]. The catalyst is CO. The reactants are [CH2:1]([O:3][C:4]1[CH:9]=[CH:8][C:7]([C:10]2[CH:11]=[C:12]3[C:16](=[CH:17][CH:18]=2)[C:15](=[O:19])[CH2:14][CH2:13]3)=[C:6]([O:20]COC)[C:5]=1[O:24][CH3:25])[CH3:2].Cl. (7) The yield is 0.900. The catalyst is O. The reactants are Cl[C:2]1[C:11]2[C:6](=[CH:7][CH:8]=[CH:9][CH:10]=2)[N:5]=[CH:4][C:3]=1[N+:12]([O-:14])=[O:13].[NH2:15][CH2:16][C:17]1([OH:23])[CH2:22][CH2:21][O:20][CH2:19][CH2:18]1. The product is [N+:12]([C:3]1[CH:4]=[N:5][C:6]2[C:11]([C:2]=1[NH:15][CH2:16][C:17]1([OH:23])[CH2:22][CH2:21][O:20][CH2:19][CH2:18]1)=[CH:10][CH:9]=[CH:8][CH:7]=2)([O-:14])=[O:13]. (8) The reactants are [Br:1][C:2]1[C:3]([C:7]2[CH:12]=[CH:11][C:10]([N+:13]([O-:15])=[O:14])=[CH:9][CH:8]=2)=[N:4][NH:5][CH:6]=1.[H-].[Na+].I[CH2:19][CH3:20]. The catalyst is CN(C)C=O. The product is [Br:1][C:2]1[C:3]([C:7]2[CH:8]=[CH:9][C:10]([N+:13]([O-:15])=[O:14])=[CH:11][CH:12]=2)=[N:4][N:5]([CH2:19][CH3:20])[CH:6]=1. The yield is 0.940. (9) The reactants are [Cl:1][C:2]1[CH:7]=[CH:6][C:5]([CH2:8][C@@H:9]([NH:34]C(=O)OC(C)(C)C)[C:10]([N:12]2[CH2:17][CH2:16][N:15]([C:18]3[C:23]([C:24]4[CH:29]=[CH:28][CH:27]=[C:26]([F:30])[CH:25]=4)=[CH:22][N:21]=[C:20]4[NH:31][CH:32]=[CH:33][C:19]=34)[CH2:14][CH2:13]2)=[O:11])=[CH:4][CH:3]=1.C(O)(C(F)(F)F)=O.C1(N)C(F)=C(F)C(F)=C(N)C=1F.Cl.Cl. The catalyst is C(Cl)Cl. The product is [NH2:34][C@H:9]([CH2:8][C:5]1[CH:4]=[CH:3][C:2]([Cl:1])=[CH:7][CH:6]=1)[C:10]([N:12]1[CH2:17][CH2:16][N:15]([C:18]2[C:23]([C:24]3[CH:29]=[CH:28][CH:27]=[C:26]([F:30])[CH:25]=3)=[CH:22][N:21]=[C:20]3[NH:31][CH:32]=[CH:33][C:19]=23)[CH2:14][CH2:13]1)=[O:11]. The yield is 0.480. (10) The reactants are [Cl:1][C:2]1[N:7]=[C:6](Cl)[CH:5]=[CH:4][N:3]=1.[CH3:9][O:10][C:11]1[CH:27]=[CH:26][C:14]([CH2:15][N:16]2[C:24]3[CH:23]=[CH:22][CH:21]=[C:20]([NH2:25])[C:19]=3[CH:18]=[N:17]2)=[CH:13][CH:12]=1.C(N(CC)C(C)C)(C)C. The catalyst is C(O)C. The product is [Cl:1][C:2]1[N:7]=[C:6]([NH:25][C:20]2[C:19]3[CH:18]=[N:17][N:16]([CH2:15][C:14]4[CH:26]=[CH:27][C:11]([O:10][CH3:9])=[CH:12][CH:13]=4)[C:24]=3[CH:23]=[CH:22][CH:21]=2)[CH:5]=[CH:4][N:3]=1. The yield is 0.640.